From a dataset of Peptide-MHC class II binding affinity with 134,281 pairs from IEDB. Regression. Given a peptide amino acid sequence and an MHC pseudo amino acid sequence, predict their binding affinity value. This is MHC class II binding data. The peptide sequence is SLAEGIVLASA. The MHC is DRB3_0301 with pseudo-sequence DRB3_0301. The binding affinity (normalized) is 0.359.